This data is from NCI-60 drug combinations with 297,098 pairs across 59 cell lines. The task is: Regression. Given two drug SMILES strings and cell line genomic features, predict the synergy score measuring deviation from expected non-interaction effect. (1) Cell line: 786-0. Drug 2: N.N.Cl[Pt+2]Cl. Drug 1: C1=CC=C(C=C1)NC(=O)CCCCCCC(=O)NO. Synergy scores: CSS=34.6, Synergy_ZIP=1.68, Synergy_Bliss=4.93, Synergy_Loewe=-3.27, Synergy_HSA=3.32. (2) Drug 1: C1CCN(CC1)CCOC2=CC=C(C=C2)C(=O)C3=C(SC4=C3C=CC(=C4)O)C5=CC=C(C=C5)O. Drug 2: C1C(C(OC1N2C=NC3=C2NC=NCC3O)CO)O. Cell line: U251. Synergy scores: CSS=5.21, Synergy_ZIP=-2.20, Synergy_Bliss=-0.493, Synergy_Loewe=-1.12, Synergy_HSA=-1.05. (3) Cell line: TK-10. Drug 1: C1=CC(=CC=C1C#N)C(C2=CC=C(C=C2)C#N)N3C=NC=N3. Drug 2: C(CCl)NC(=O)N(CCCl)N=O. Synergy scores: CSS=1.42, Synergy_ZIP=-1.65, Synergy_Bliss=-3.42, Synergy_Loewe=-1.19, Synergy_HSA=-3.48.